The task is: Predict the reaction yield, written as a fraction of the theoretical maximum amount of product (1.0 means a 100% yield; for example, 0.34 means a 34% yield).. This data is from Reaction yield outcomes from USPTO patents with 853,638 reactions. (1) The reactants are [NH:1]1[CH:5]=[CH:4][CH:3]=C1.[H-].[Na+].Cl[C:9]1[CH:18]=[CH:17][C:12]([C:13]([O:15][CH3:16])=[O:14])=[CH:11][N:10]=1.O.C[N:21](C=O)C. No catalyst specified. The product is [N:1]1([C:9]2[CH:18]=[CH:17][C:12]([C:13]([O:15][CH3:16])=[O:14])=[CH:11][N:10]=2)[CH:5]=[CH:4][CH:3]=[N:21]1. The yield is 0.640. (2) The reactants are [CH3:1][C:2]([C:6]1[CH:11]=[CH:10][C:9]([N+:12]([O-:14])=[O:13])=[CH:8][CH:7]=1)([CH3:5])[C:3]#[N:4].Cl.[OH-].[Na+]. The catalyst is C1COCC1. The product is [CH3:5][C:2]([C:6]1[CH:11]=[CH:10][C:9]([N+:12]([O-:14])=[O:13])=[CH:8][CH:7]=1)([CH3:1])[CH2:3][NH2:4]. The yield is 0.900. (3) The catalyst is CN(C=O)C.C(Cl)Cl. The reactants are [C:1]([O:5][C:6]([NH:8][C@@H:9]1[CH2:13][CH2:12][C@:11]([CH2:17][CH2:18][O:19][CH3:20])([C:14]([OH:16])=O)[CH2:10]1)=[O:7])([CH3:4])([CH3:3])[CH3:2].Cl.Cl.[F:23][C:24]([F:38])([F:37])[C:25]1[CH:30]=[CH:29][N:28]=[C:27]([N:31]2[CH2:36][CH2:35][NH:34][CH2:33][CH2:32]2)[CH:26]=1.C(N(CC)CC)C.F[P-](F)(F)(F)(F)F.N1(OC(N(C)C)=[N+](C)C)C2C=CC=CC=2N=N1. The product is [C:1]([O:5][C:6](=[O:7])[NH:8][C@@H:9]1[CH2:13][CH2:12][C@:11]([CH2:17][CH2:18][O:19][CH3:20])([C:14]([N:34]2[CH2:35][CH2:36][N:31]([C:27]3[CH:26]=[C:25]([C:24]([F:38])([F:23])[F:37])[CH:30]=[CH:29][N:28]=3)[CH2:32][CH2:33]2)=[O:16])[CH2:10]1)([CH3:2])([CH3:3])[CH3:4]. The yield is 0.520. (4) The yield is 0.750. The product is [CH2:1]([N:5]1[C:14](=[O:15])[C:13]([C:16]#[N:17])=[C:12]2[C:7]([CH:8]([OH:18])[CH2:9][CH2:10][CH2:11]2)=[CH:6]1)[CH2:2][CH2:3][CH3:4]. The catalyst is C1COCC1. The reactants are [CH2:1]([N:5]1[C:14](=[O:15])[C:13]([C:16]#[N:17])=[C:12]2[C:7]([C:8](=[O:18])[CH2:9][CH2:10][CH2:11]2)=[CH:6]1)[CH2:2][CH2:3][CH3:4].[BH4-].[Na+].Cl. (5) The yield is 0.615. The catalyst is CCOC(C)=O. The reactants are C([N:5]([C:9]1[CH:18]=[C:17]2[C:12]([CH:13]=[C:14]([C:20]3[CH:25]=[C:24]([NH:26][C:27]([NH:29][CH2:30][CH2:31][C:32]([F:35])([CH3:34])[CH3:33])=[O:28])[C:23]([F:36])=[CH:22][C:21]=3[CH3:37])[C:15]([CH3:19])=[N:16]2)=[CH:11][N:10]=1)C(=O)O)(C)(C)C.[F:36][C:23]1[C:24]([NH:26][C:27]([NH:29][CH2:30][CH2:31][C:32]([F:35])([CH3:33])[CH3:34])=[O:28])=[CH:25][C:20]([C:14]2[C:15]([CH3:19])=[N:16][C:17]3[C:12]([CH:13]=2)=[CH:11][N:10]=[C:9]([NH:5]C(=O)OC(C)(C)C)[CH:18]=3)=[C:21]([CH3:37])[CH:22]=1.[F-].C([N+](CCCC)(CCCC)CCCC)CCC.C1COCC1. The product is [NH2:5][C:9]1[CH:18]=[C:17]2[C:12]([CH:13]=[C:14]([C:20]3[C:21]([CH3:37])=[CH:22][C:23]([F:36])=[C:24]([NH:26][C:27]([NH:29][CH2:30][CH2:31][C:32]([F:35])([CH3:33])[CH3:34])=[O:28])[CH:25]=3)[C:15]([CH3:19])=[N:16]2)=[CH:11][N:10]=1. (6) The reactants are [OH:1][CH2:2][C@H:3]([NH:10][C:11](=[O:16])[CH2:12][CH2:13][C:14]#[CH:15])[C:4]1[CH:9]=[CH:8][CH:7]=[CH:6][CH:5]=1.N[C@H](C1C=CC=CC=1)CO.C(O)(=O)CCC#C.[CH3:34][C:35]([CH3:42])([CH2:39][CH:40]=[CH2:41])[C:36](O)=[O:37]. The catalyst is C(Cl)Cl. The product is [CH3:34][C:35]([CH3:42])([CH2:39][CH:40]=[CH2:41])[C:36]([O:1][CH2:2][C@H:3]([NH:10][C:11](=[O:16])[CH2:12][CH2:13][C:14]#[CH:15])[C:4]1[CH:9]=[CH:8][CH:7]=[CH:6][CH:5]=1)=[O:37]. The yield is 0.460. (7) The product is [C:1]([Si:5]([O:6][CH:7]([CH2:8][CH2:9][C:10]1[CH:15]=[CH:14][C:13]([C:16]([CH2:19][CH3:20])([C:21]2[CH:26]=[CH:25][C:24]([B:43]3[O:47][C:46]([CH3:49])([CH3:48])[C:45]([CH3:51])([CH3:50])[O:44]3)=[C:23]([CH3:35])[CH:22]=2)[CH2:17][CH3:18])=[CH:12][C:11]=1[CH3:36])[C:37]([CH3:39])([CH3:38])[CH3:40])([CH3:41])[CH3:42])([CH3:3])([CH3:2])[CH3:4]. The catalyst is O1CCOCC1.C1C=CC(P(C2C=CC=CC=2)[C-]2C=CC=C2)=CC=1.C1C=CC(P(C2C=CC=CC=2)[C-]2C=CC=C2)=CC=1.Cl[Pd]Cl.[Fe+2].C1(P(C2C=CC=CC=2)[C-]2C=CC=C2)C=CC=CC=1.[C-]1(P(C2C=CC=CC=2)C2C=CC=CC=2)C=CC=C1.[Fe+2].ClCCl. The reactants are [C:1]([Si:5]([CH3:42])([CH3:41])[O:6][CH:7]([C:37]([CH3:40])([CH3:39])[CH3:38])[CH2:8][CH2:9][C:10]1[CH:15]=[CH:14][C:13]([C:16]([C:21]2[CH:26]=[CH:25][C:24](OS(C(F)(F)F)(=O)=O)=[C:23]([CH3:35])[CH:22]=2)([CH2:19][CH3:20])[CH2:17][CH3:18])=[CH:12][C:11]=1[CH3:36])([CH3:4])([CH3:3])[CH3:2].[B:43]1([B:43]2[O:47][C:46]([CH3:49])([CH3:48])[C:45]([CH3:51])([CH3:50])[O:44]2)[O:47][C:46]([CH3:49])([CH3:48])[C:45]([CH3:51])([CH3:50])[O:44]1.O. The yield is 0.930.